From a dataset of Retrosynthesis with 50K atom-mapped reactions and 10 reaction types from USPTO. Predict the reactants needed to synthesize the given product. (1) Given the product Cc1cc(OCC(N)=O)ccc1NC(=O)OC(C)(C)C, predict the reactants needed to synthesize it. The reactants are: Cc1cc(O)ccc1NC(=O)OC(C)(C)C.NC(=O)CBr. (2) Given the product CC(C)(C)OC(=O)n1cc(-c2ccc3[nH]c(=O)oc3c2)c2ccc(F)cc21, predict the reactants needed to synthesize it. The reactants are: CC(C)(C)OC(=O)n1cc(B2OC(C)(C)C(C)(C)O2)c2ccc(F)cc21.O=c1[nH]c2ccc(Br)cc2o1. (3) Given the product Cc1cc(I)ccc1Nc1c(C(=O)NO)cc2nc[nH]c2c1F, predict the reactants needed to synthesize it. The reactants are: Cc1cc(I)ccc1Nc1c(C(=O)NOC2CCCCO2)cc2nc[nH]c2c1F. (4) Given the product COc1ccc([C@@H]2CN(Cc3ccccc3)C[C@H]2N)cc1, predict the reactants needed to synthesize it. The reactants are: COc1ccc([C@@H]2CN(Cc3ccccc3)C[C@H]2[N+](=O)[O-])cc1. (5) Given the product O=C(NC1CCN(C2CCCCC2)C1)c1cc(Cl)nc2ccccc12, predict the reactants needed to synthesize it. The reactants are: NC1CCN(C2CCCCC2)C1.O=C(Cl)c1cc(Cl)nc2ccccc12. (6) Given the product CCC(=O)Nc1nc2c(s1)CCc1ccccc1-2, predict the reactants needed to synthesize it. The reactants are: CCC(=O)Cl.Nc1nc2c(s1)CCc1ccccc1-2.